From a dataset of Reaction yield outcomes from USPTO patents with 853,638 reactions. Predict the reaction yield, written as a fraction of the theoretical maximum amount of product (1.0 means a 100% yield; for example, 0.34 means a 34% yield). The reactants are [CH3:1][C:2]([C:22]([O:24][CH3:25])=[O:23])([CH3:21])[NH:3][C:4]([C:6]1[CH:11]=[CH:10][C:9]([C:12]2[CH:17]=[CH:16][C:15]([N+:18]([O-:20])=[O:19])=[CH:14][CH:13]=2)=[CH:8][CH:7]=1)=[O:5].[H-].[Na+].[CH3:28]N(C)C=O.IC. The catalyst is O. The product is [CH3:28][N:3]([C:4]([C:6]1[CH:7]=[CH:8][C:9]([C:12]2[CH:17]=[CH:16][C:15]([N+:18]([O-:20])=[O:19])=[CH:14][CH:13]=2)=[CH:10][CH:11]=1)=[O:5])[C:2]([CH3:1])([C:22]([O:24][CH3:25])=[O:23])[CH3:21]. The yield is 0.940.